This data is from Catalyst prediction with 721,799 reactions and 888 catalyst types from USPTO. The task is: Predict which catalyst facilitates the given reaction. (1) The catalyst class is: 12. Reactant: C([N:3](CC)CC)C.C1(P(N=[N+]=[N-])(C2C=CC=CC=2)=O)C=CC=CC=1.[F:25][C:26]1[C:31]([O:32][CH2:33][CH2:34][F:35])=[CH:30][C:29]([O:36][CH3:37])=[CH:28][C:27]=1[CH:38]([NH:54][C:55]1[CH:60]=[CH:59][C:58]([C:61]2[N:65]=[C:64]([CH3:66])[O:63][N:62]=2)=[CH:57][CH:56]=1)[C:39]1[NH:43][C:42](=[O:44])[N:41]([C:45]2[N:50]=[C:49](C(O)=O)[CH:48]=[CH:47][CH:46]=2)[N:40]=1. Product: [NH2:3][C:49]1[N:50]=[C:45]([N:41]2[C:42](=[O:44])[NH:43][C:39]([CH:38]([C:27]3[CH:28]=[C:29]([O:36][CH3:37])[CH:30]=[C:31]([O:32][CH2:33][CH2:34][F:35])[C:26]=3[F:25])[NH:54][C:55]3[CH:60]=[CH:59][C:58]([C:61]4[N:65]=[C:64]([CH3:66])[O:63][N:62]=4)=[CH:57][CH:56]=3)=[N:40]2)[CH:46]=[CH:47][CH:48]=1. (2) Reactant: [CH:1]1([C:7]2[C:15]3[C:10](=[CH:11][C:12]([C:16]([O:18][CH3:19])=[O:17])=[CH:13][CH:14]=3)[N:9]([CH2:20][C:21]([OH:23])=O)[C:8]=2[C:24]2[CH:29]=[CH:28][CH:27]=[CH:26][C:25]=2[CH2:30][NH:31][CH2:32][CH2:33][N:34]([CH3:36])[CH3:35])[CH2:6][CH2:5][CH2:4][CH2:3][CH2:2]1.CCN(C(C)C)C(C)C.CN(C(ON1N=NC2C=CC=NC1=2)=[N+](C)C)C.F[P-](F)(F)(F)(F)F. Product: [CH:1]1([C:7]2[C:15]3[CH:10]=[CH:11][C:12]([C:16]([O:18][CH3:19])=[O:17])=[CH:13][C:14]=3[N:9]3[CH2:20][C:21](=[O:23])[N:31]([CH2:32][CH2:33][N:34]([CH3:36])[CH3:35])[CH2:30][C:25]4[CH:26]=[CH:27][CH:28]=[CH:29][C:24]=4[C:8]=23)[CH2:6][CH2:5][CH2:4][CH2:3][CH2:2]1. The catalyst class is: 473. (3) Reactant: Br[CH2:2][C:3](=[O:8])[C:4]([F:7])([F:6])[F:5].CC1C=C(C)[N:12]([C:16]([NH:18][C:19]([NH:21][CH2:22][CH2:23][NH:24][C:25](=[O:31])[O:26][C:27]([CH3:30])([CH3:29])[CH3:28])=[S:20])=N)N=1. Product: [C:16]([N:18]1[C:3]([OH:8])([C:4]([F:7])([F:6])[F:5])[CH2:2][S:20]/[C:19]/1=[N:21]\[CH2:22][CH2:23][NH:24][C:25](=[O:31])[O:26][C:27]([CH3:29])([CH3:28])[CH3:30])#[N:12]. The catalyst class is: 16.